This data is from Full USPTO retrosynthesis dataset with 1.9M reactions from patents (1976-2016). The task is: Predict the reactants needed to synthesize the given product. (1) Given the product [C:6]([O:5][CH2:1][CH:2]([OH:4])[CH3:3])([CH3:9])([CH3:8])[CH3:7], predict the reactants needed to synthesize it. The reactants are: [CH2:1]([OH:5])[CH:2]([OH:4])[CH3:3].[C:6](O)([CH3:9])([CH3:8])[CH3:7].CC(=C)C. (2) Given the product [CH3:1][C:2]1[CH:7]=[CH:6][CH:5]=[CH:4][C:3]=1[NH:8][C:9]1[O:10][C:11]2[CH:17]=[C:16]([CH2:18][C:19]([OH:21])=[O:20])[CH:15]=[CH:14][C:12]=2[N:13]=1, predict the reactants needed to synthesize it. The reactants are: [CH3:1][C:2]1[CH:7]=[CH:6][CH:5]=[CH:4][C:3]=1[NH:8][C:9]1[O:10][C:11]2[CH:17]=[C:16]([CH2:18][C:19]([O:21]C)=[O:20])[CH:15]=[CH:14][C:12]=2[N:13]=1.[OH-].[K+].